From a dataset of Forward reaction prediction with 1.9M reactions from USPTO patents (1976-2016). Predict the product of the given reaction. (1) Given the reactants [NH2:1][C:2]1[CH:3]=[C:4]([CH2:8][CH2:9][C:10]2[C:11]([N:25]3[CH2:30][CH2:29][O:28][CH2:27][CH2:26]3)=[CH:12][C:13]([CH3:24])=[C:14]([NH:16][C:17](=[O:23])[O:18][C:19]([CH3:22])([CH3:21])[CH3:20])[CH:15]=2)[CH:5]=[CH:6][CH:7]=1.C(=O)([O-])[O-].[K+].[K+].[Cl:37][C:38]1[N:43]=[C:42](Cl)[C:41]([Cl:45])=[CH:40][N:39]=1, predict the reaction product. The product is: [Cl:37][C:38]1[N:43]=[C:42]([NH:1][C:2]2[CH:3]=[C:4]([CH2:8][CH2:9][C:10]3[C:11]([N:25]4[CH2:26][CH2:27][O:28][CH2:29][CH2:30]4)=[CH:12][C:13]([CH3:24])=[C:14]([NH:16][C:17](=[O:23])[O:18][C:19]([CH3:20])([CH3:21])[CH3:22])[CH:15]=3)[CH:5]=[CH:6][CH:7]=2)[C:41]([Cl:45])=[CH:40][N:39]=1. (2) Given the reactants [NH2:1][C:2]1[CH:7]=[C:6]([C:8]([F:11])([F:10])[F:9])[CH:5]=[CH:4][C:3]=1[NH:12][C:13]1[CH:21]=[C:20]([Cl:22])[CH:19]=[CH:18][C:14]=1[C:15](O)=[O:16].S(O)(C1C=CC(C)=CC=1)(=O)=O.O, predict the reaction product. The product is: [Cl:22][C:20]1[CH:19]=[CH:18][C:14]2[C:15](=[O:16])[NH:1][C:2]3[CH:7]=[C:6]([C:8]([F:11])([F:10])[F:9])[CH:5]=[CH:4][C:3]=3[NH:12][C:13]=2[CH:21]=1.